From a dataset of Catalyst prediction with 721,799 reactions and 888 catalyst types from USPTO. Predict which catalyst facilitates the given reaction. (1) Reactant: [F:1][C:2]1[CH:3]=[CH:4][C:5]([O:10][C:11]2[CH:12]=[C:13]3[C:17](=[CH:18][CH:19]=2)[N:16]([CH2:20][CH:21]=O)[N:15]=[CH:14]3)=[C:6]([CH:9]=1)[C:7]#[N:8].C(O[BH-](OC(=O)C)OC(=O)C)(=O)C.[C:36]([O:40][C:41]([N:43]1[CH2:48][CH2:47][NH:46][CH2:45][CH2:44]1)=[O:42])([CH3:39])([CH3:38])[CH3:37]. Product: [C:36]([O:40][C:41]([N:43]1[CH2:48][CH2:47][N:46]([CH2:21][CH2:20][N:16]2[C:17]3[C:13](=[CH:12][C:11]([O:10][C:5]4[CH:4]=[CH:3][C:2]([F:1])=[CH:9][C:6]=4[C:7]#[N:8])=[CH:19][CH:18]=3)[CH:14]=[N:15]2)[CH2:45][CH2:44]1)=[O:42])([CH3:39])([CH3:37])[CH3:38]. The catalyst class is: 68. (2) The catalyst class is: 290. Reactant: [F:1][C:2]1[CH:7]=[CH:6][C:5]([C:8]2[CH:13]=[CH:12][N:11]=[CH:10][C:9]=2[N:14]([CH3:28])[C:15](=[O:27])[C:16]2[CH:21]=[C:20]([C:22]([F:25])([F:24])[F:23])[CH:19]=[C:18]([SH:26])[CH:17]=2)=[C:4]([O:29][CH3:30])[CH:3]=1.CCN(C(C)C)C(C)C.Br[CH2:41][CH2:42][C:43]([O:45][CH3:46])=[O:44].[NH4+].[Cl-]. Product: [CH3:46][O:45][C:43](=[O:44])[CH2:42][CH2:41][S:26][C:18]1[CH:19]=[C:20]([C:22]([F:25])([F:24])[F:23])[CH:21]=[C:16]([C:15](=[O:27])[N:14]([C:9]2[CH:10]=[N:11][CH:12]=[CH:13][C:8]=2[C:5]2[CH:6]=[CH:7][C:2]([F:1])=[CH:3][C:4]=2[O:29][CH3:30])[CH3:28])[CH:17]=1. (3) Reactant: [SH:1][C:2]1[CH:9]=[C:8]([C:10]2[C:11]([C:15]([F:18])([F:17])[F:16])=[N:12][NH:13][CH:14]=2)[CH:7]=[CH:6][C:3]=1[C:4]#[N:5].O. Product: [S:1]([C:6]1[CH:7]=[C:8]([C:10]2[C:11]([C:15]([F:16])([F:17])[F:18])=[N:12][NH:13][CH:14]=2)[CH:9]=[CH:2][C:3]=1[C:4]#[N:5])[C:2]1[CH:9]=[C:8]([C:10]2[C:11]([C:15]([F:16])([F:18])[F:17])=[N:12][NH:13][CH:14]=2)[CH:7]=[CH:6][C:3]=1[C:4]#[N:5]. The catalyst class is: 16.